This data is from NCI-60 drug combinations with 297,098 pairs across 59 cell lines. The task is: Regression. Given two drug SMILES strings and cell line genomic features, predict the synergy score measuring deviation from expected non-interaction effect. (1) Drug 2: CC1CCC2CC(C(=CC=CC=CC(CC(C(=O)C(C(C(=CC(C(=O)CC(OC(=O)C3CCCCN3C(=O)C(=O)C1(O2)O)C(C)CC4CCC(C(C4)OC)O)C)C)O)OC)C)C)C)OC. Synergy scores: CSS=5.87, Synergy_ZIP=-7.34, Synergy_Bliss=-11.0, Synergy_Loewe=-19.9, Synergy_HSA=-10.1. Drug 1: C1CCN(CC1)CCOC2=CC=C(C=C2)C(=O)C3=C(SC4=C3C=CC(=C4)O)C5=CC=C(C=C5)O. Cell line: HOP-92. (2) Drug 1: CC(CN1CC(=O)NC(=O)C1)N2CC(=O)NC(=O)C2. Drug 2: CC12CCC3C(C1CCC2O)C(CC4=C3C=CC(=C4)O)CCCCCCCCCS(=O)CCCC(C(F)(F)F)(F)F. Cell line: T-47D. Synergy scores: CSS=11.7, Synergy_ZIP=-4.09, Synergy_Bliss=-6.25, Synergy_Loewe=-3.86, Synergy_HSA=-3.69. (3) Drug 1: CCCCCOC(=O)NC1=NC(=O)N(C=C1F)C2C(C(C(O2)C)O)O. Drug 2: C1CCC(C(C1)N)N.C(=O)(C(=O)[O-])[O-].[Pt+4]. Cell line: SF-295. Synergy scores: CSS=18.8, Synergy_ZIP=-4.39, Synergy_Bliss=0.384, Synergy_Loewe=-33.5, Synergy_HSA=-3.23.